From a dataset of NCI-60 drug combinations with 297,098 pairs across 59 cell lines. Regression. Given two drug SMILES strings and cell line genomic features, predict the synergy score measuring deviation from expected non-interaction effect. (1) Drug 1: C1=CC(=CC=C1CCC2=CNC3=C2C(=O)NC(=N3)N)C(=O)NC(CCC(=O)O)C(=O)O. Drug 2: CC1OCC2C(O1)C(C(C(O2)OC3C4COC(=O)C4C(C5=CC6=C(C=C35)OCO6)C7=CC(=C(C(=C7)OC)O)OC)O)O. Cell line: KM12. Synergy scores: CSS=41.8, Synergy_ZIP=6.02, Synergy_Bliss=9.11, Synergy_Loewe=14.9, Synergy_HSA=15.0. (2) Drug 1: CC1C(C(=O)NC(C(=O)N2CCCC2C(=O)N(CC(=O)N(C(C(=O)O1)C(C)C)C)C)C(C)C)NC(=O)C3=C4C(=C(C=C3)C)OC5=C(C(=O)C(=C(C5=N4)C(=O)NC6C(OC(=O)C(N(C(=O)CN(C(=O)C7CCCN7C(=O)C(NC6=O)C(C)C)C)C)C(C)C)C)N)C. Drug 2: C1CN(P(=O)(OC1)NCCCl)CCCl. Cell line: SK-OV-3. Synergy scores: CSS=10.4, Synergy_ZIP=-0.283, Synergy_Bliss=3.59, Synergy_Loewe=-0.664, Synergy_HSA=-0.663. (3) Drug 1: CC1CCC2CC(C(=CC=CC=CC(CC(C(=O)C(C(C(=CC(C(=O)CC(OC(=O)C3CCCCN3C(=O)C(=O)C1(O2)O)C(C)CC4CCC(C(C4)OC)O)C)C)O)OC)C)C)C)OC. Drug 2: CC1C(C(CC(O1)OC2CC(CC3=C2C(=C4C(=C3O)C(=O)C5=C(C4=O)C(=CC=C5)OC)O)(C(=O)CO)O)N)O.Cl. Cell line: HOP-92. Synergy scores: CSS=47.3, Synergy_ZIP=9.15, Synergy_Bliss=11.9, Synergy_Loewe=8.08, Synergy_HSA=11.9.